This data is from Full USPTO retrosynthesis dataset with 1.9M reactions from patents (1976-2016). The task is: Predict the reactants needed to synthesize the given product. Given the product [CH3:23][O:22][CH2:21][CH2:20][CH2:19][N:11]([CH2:10][CH2:9][CH2:8][C:5]1[CH:6]=[CH:7][C:2]([B:24]2[O:28][C:27]([CH3:30])([CH3:29])[C:26]([CH3:32])([CH3:31])[O:25]2)=[CH:3][CH:4]=1)[C:12](=[O:18])[O:13][C:14]([CH3:17])([CH3:16])[CH3:15], predict the reactants needed to synthesize it. The reactants are: Br[C:2]1[CH:7]=[CH:6][C:5]([CH2:8][CH2:9][CH2:10][N:11]([CH2:19][CH2:20][CH2:21][O:22][CH3:23])[C:12](=[O:18])[O:13][C:14]([CH3:17])([CH3:16])[CH3:15])=[CH:4][CH:3]=1.[B:24]1([B:24]2[O:28][C:27]([CH3:30])([CH3:29])[C:26]([CH3:32])([CH3:31])[O:25]2)[O:28][C:27]([CH3:30])([CH3:29])[C:26]([CH3:32])([CH3:31])[O:25]1.CC([O-])=O.[K+].